This data is from Reaction yield outcomes from USPTO patents with 853,638 reactions. The task is: Predict the reaction yield, written as a fraction of the theoretical maximum amount of product (1.0 means a 100% yield; for example, 0.34 means a 34% yield). (1) The reactants are [C:1]([O:5][C:6](=[O:13])[N:7]([CH2:10][CH2:11][NH2:12])[CH2:8][CH3:9])([CH3:4])([CH3:3])[CH3:2].[CH:14](=O)C1C=CC=CC=1.C1(C)C=CC(S(OC)(=O)=O)=CC=1.O. The catalyst is C1(C)C=CC=CC=1. The product is [CH2:8]([N:7]([CH2:10][CH2:11][NH:12][CH3:14])[C:6](=[O:13])[O:5][C:1]([CH3:2])([CH3:3])[CH3:4])[CH3:9]. The yield is 0.420. (2) The reactants are C1(S([N:10]2[C:14]3=[N:15][CH:16]=[CH:17][C:18]([C:19]4[CH:24]=[CH:23][C:22]([S:25]([N:28]5[CH2:32][CH2:31][CH2:30][CH2:29]5)(=[O:27])=[O:26])=[CH:21][CH:20]=4)=[C:13]3[CH:12]=[C:11]2[CH2:33][NH2:34])(=O)=O)C=CC=CC=1.[OH-].[Na+].O.Cl. The catalyst is O1CCOCC1. The product is [N:28]1([S:25]([C:22]2[CH:23]=[CH:24][C:19]([C:18]3[CH:17]=[CH:16][N:15]=[C:14]4[NH:10][C:11]([CH2:33][NH2:34])=[CH:12][C:13]=34)=[CH:20][CH:21]=2)(=[O:27])=[O:26])[CH2:32][CH2:31][CH2:30][CH2:29]1. The yield is 0.230. (3) The reactants are C1C(=O)N([Cl:8])C(=O)C1.[CH3:9][O:10][C:11]1[CH:28]=[CH:27][C:14]([CH2:15][N:16]2[CH:20]=[C:19]([C:21]3[N:22]=[C:23]([NH2:26])[S:24][CH:25]=3)[CH:18]=[N:17]2)=[CH:13][CH:12]=1. The catalyst is C(#N)C. The product is [CH3:9][O:10][C:11]1[CH:12]=[CH:13][C:14]([CH2:15][N:16]2[CH:20]=[C:19]([C:21]3[N:22]=[C:23]([NH2:26])[S:24][C:25]=3[Cl:8])[CH:18]=[N:17]2)=[CH:27][CH:28]=1. The yield is 0.290. (4) The reactants are [NH2:1][C:2]1[N:10]=[C:9]([O:11][CH2:12][CH2:13][CH2:14][CH3:15])[N:8]=[C:7]2[C:3]=1[N:4]=[C:5]([O:25]C)[N:6]2[CH2:16][C:17]1[CH:22]=[CH:21][C:20]([CH2:23]O)=[CH:19][CH:18]=1.[Cl:27]CCl.S(Cl)([Cl:32])=O. The catalyst is C1(C)C=CC=CC=1. The product is [ClH:27].[NH2:1][C:2]1[N:10]=[C:9]([O:11][CH2:12][CH2:13][CH2:14][CH3:15])[N:8]=[C:7]2[C:3]=1[NH:4][C:5](=[O:25])[N:6]2[CH2:16][C:17]1[CH:22]=[CH:21][C:20]([CH2:23][Cl:32])=[CH:19][CH:18]=1. The yield is 0.990. (5) The reactants are [Br:1][C:2]1[CH:7]=[CH:6][C:5]([C:8]2[C:12]3[CH:13]=[CH:14][C:15]([C:17]#[C:18][C:19]([CH3:22])([OH:21])[CH3:20])=[CH:16][C:11]=3[S:10][N:9]=2)=[CH:4][CH:3]=1.[Li+].CCC[CH2-].C(N(CC)CC)C.[CH2:35]([O:37][P:38](Cl)([O:40][CH2:41][CH3:42])=[O:39])[CH3:36]. The catalyst is C1COCC1.CCCCCC.O. The product is [CH2:35]([O:37][P:38](=[O:39])([O:40][CH2:41][CH3:42])[O:21][C:19]([CH3:22])([CH3:20])[C:18]#[C:17][C:15]1[CH:14]=[CH:13][C:12]2[C:8]([C:5]3[CH:4]=[CH:3][C:2]([Br:1])=[CH:7][CH:6]=3)=[N:9][S:10][C:11]=2[CH:16]=1)[CH3:36]. The yield is 0.330. (6) The catalyst is CN(C=O)C. The product is [C:13]([C:17]1[CH:22]=[CH:21][CH:20]=[CH:19][C:18]=1[O:23][C:2]1[C:7]([N+:8]([O-:10])=[O:9])=[CH:6][CH:5]=[C:4]([O:11][CH3:12])[N:3]=1)([CH3:16])([CH3:14])[CH3:15]. The reactants are Cl[C:2]1[C:7]([N+:8]([O-:10])=[O:9])=[CH:6][CH:5]=[C:4]([O:11][CH3:12])[N:3]=1.[C:13]([C:17]1[CH:22]=[CH:21][CH:20]=[CH:19][C:18]=1[OH:23])([CH3:16])([CH3:15])[CH3:14].C(=O)([O-])[O-].[Cs+].[Cs+].O. The yield is 0.800. (7) The reactants are [CH3:1][O:2][C:3]([NH:5][C@H:6]([C:10]([N:12]1[CH2:16][C@@H:15]([CH3:17])[CH2:14][C@H:13]1[C:18]1[NH:22][C:21]2[C:23]3[C:28]([CH:29]=[CH:30][C:20]=2[N:19]=1)=[CH:27][C:26]1[C:31]2[C:36]([CH2:37][O:38][C:25]=1[CH:24]=3)=[CH:35][C:34]([C:39]1[NH:43][C:42]([C@@H:44]3[CH2:48][C@H:47]([CH2:49][O:50][CH3:51])[CH2:46][N:45]3C(OC(C)(C)C)=O)=[N:41][CH:40]=1)=[CH:33][CH:32]=2)=[O:11])[CH:7]([CH3:9])[CH3:8])=[O:4].Cl.[CH3:60][O:61][C:62]([NH:64][C@H:65]([C:69]1[CH:74]=[CH:73][CH:72]=[CH:71][CH:70]=1)[C:66]([OH:68])=O)=[O:63].CCOC(C(C#N)=NOC(N1CCOCC1)=[N+](C)C)=O.F[P-](F)(F)(F)(F)F.CCN(C(C)C)C(C)C. The catalyst is C(Cl)Cl.CO.CCOC(C)=O.CN(C=O)C.CO. The product is [CH3:60][O:61][C:62](=[O:63])[NH:64][C@H:65]([C:69]1[CH:74]=[CH:73][CH:72]=[CH:71][CH:70]=1)[C:66]([N:45]1[CH2:46][C@@H:47]([CH2:49][O:50][CH3:51])[CH2:48][C@H:44]1[C:42]1[NH:43][C:39]([C:34]2[CH:35]=[C:36]3[CH2:37][O:38][C:25]4[CH:24]=[C:23]5[C:28]([CH:29]=[CH:30][C:20]6[N:19]=[C:18]([C@@H:13]7[CH2:14][C@H:15]([CH3:17])[CH2:16][N:12]7[C:10](=[O:11])[C@@H:6]([NH:5][C:3]([O:2][CH3:1])=[O:4])[CH:7]([CH3:9])[CH3:8])[NH:22][C:21]=65)=[CH:27][C:26]=4[C:31]3=[CH:32][CH:33]=2)=[CH:40][N:41]=1)=[O:68]. The yield is 0.380. (8) The reactants are [CH3:1][C:2]1[C:6]([C:7]([O:9][CH3:10])=[O:8])=[CH:5][NH:4][N:3]=1.[Cl:11][C:12]1[CH:17]=[CH:16][C:15](B(O)O)=[CH:14][CH:13]=1. The catalyst is C([O-])(=O)C.[Cu+2].C([O-])(=O)C.N1C=CC=CC=1. The product is [Cl:11][C:12]1[CH:17]=[CH:16][C:15]([N:4]2[CH:5]=[C:6]([C:7]([O:9][CH3:10])=[O:8])[C:2]([CH3:1])=[N:3]2)=[CH:14][CH:13]=1. The yield is 0.620. (9) The reactants are [CH:1]1[C:13]2[CH:12]([CH2:14][O:15][C:16]([NH:18][CH:19]([C:30](=[O:48])[N:31]3[CH2:36][CH2:35][CH2:34][CH2:33][CH:32]3C3NC=C(C4C=CC=CC=4)N=3)[CH2:20][C:21]3[CH:29]=[CH:28][C:24]([C:25]([OH:27])=O)=[CH:23][CH:22]=3)=[O:17])[C:11]3[C:6](=[CH:7][CH:8]=[CH:9][CH:10]=3)[C:5]=2[CH:4]=[CH:3][CH:2]=1.Cl.CN.C[N:53]1[CH2:58]COCC1.O.ON1[C:65]2[CH:66]=CC=[CH:69][C:64]=2N=N1.Cl.CN(C)[CH2:73][CH2:74][CH2:75][N:76]=[C:77]=[N:78][CH2:79]C. The catalyst is CN(C)C=O. The product is [CH:10]1[C:11]2[CH:12]([CH2:14][O:15][C:16](=[O:17])[NH:18][CH:19]([CH2:20][C:21]3[CH:22]=[CH:23][C:24]([C:25](=[O:27])[NH:53][CH3:58])=[CH:28][CH:29]=3)[C:30](=[O:48])[N:31]3[CH2:36][CH2:35][CH2:34][CH2:33][CH:32]3[C:77]3[NH:78][CH:79]=[C:75]([C:74]4[CH:73]=[CH:66][CH:65]=[CH:64][CH:69]=4)[N:76]=3)[C:13]3[C:5](=[CH:4][CH:3]=[CH:2][CH:1]=3)[C:6]=2[CH:7]=[CH:8][CH:9]=1. The yield is 0.920. (10) The reactants are [CH2:1]([N:8]1[C:13](=[O:14])[C:12]2[C:15]([CH3:18])=[N:16][S:17][C:11]=2[N:10]=[C:9]1[CH2:19][CH:20]([CH3:22])[CH3:21])[C:2]1[CH:7]=[CH:6][CH:5]=[CH:4][CH:3]=1.C([O-])(=O)C.[Na+].[Br:28]Br.CCOC(C)=O. The catalyst is C(O)(=O)C. The product is [CH2:1]([N:8]1[C:13](=[O:14])[C:12]2[C:15]([CH3:18])=[N:16][S:17][C:11]=2[N:10]=[C:9]1[CH:19]([Br:28])[CH:20]([CH3:22])[CH3:21])[C:2]1[CH:3]=[CH:4][CH:5]=[CH:6][CH:7]=1. The yield is 0.990.